This data is from Reaction yield outcomes from USPTO patents with 853,638 reactions. The task is: Predict the reaction yield, written as a fraction of the theoretical maximum amount of product (1.0 means a 100% yield; for example, 0.34 means a 34% yield). The reactants are CO[C:3]([C:5]1[S:6][C:7]([C:13]2[CH:18]=[CH:17][C:16]([Cl:19])=[CH:15][CH:14]=2)=[CH:8][C:9]=1[CH2:10][CH2:11][OH:12])=O.O.C1(C)C=CC(S(O)(=O)=[O:28])=CC=1. The yield is 0.430. The product is [Cl:19][C:16]1[CH:17]=[CH:18][C:13]([C:7]2[S:6](=[O:28])[C:5]3[CH2:3][O:12][CH2:11][CH2:10][C:9]=3[CH:8]=2)=[CH:14][CH:15]=1. The catalyst is C1(C)C=CC=CC=1.C(OCC)(=O)C.